Dataset: Catalyst prediction with 721,799 reactions and 888 catalyst types from USPTO. Task: Predict which catalyst facilitates the given reaction. (1) Reactant: [Cl:1][C:2]1[CH:7]=[CH:6][C:5]([OH:8])=[C:4]([CH3:9])[CH:3]=1.C(=O)([O-])[O-].[Cs+].[Cs+].Br[CH2:17][CH:18]([CH3:20])[CH3:19]. Product: [Cl:1][C:2]1[CH:7]=[CH:6][C:5]([O:8][CH2:17][CH:18]([CH3:20])[CH3:19])=[C:4]([CH3:9])[CH:3]=1. The catalyst class is: 10. (2) Reactant: [CH:1]1([CH:4]([C:6]2[C:11]([F:12])=[CH:10][C:9]([O:13][CH2:14][C:15]3[CH:20]=[CH:19][C:18]([O:21][CH3:22])=[CH:17][CH:16]=3)=[CH:8][C:7]=2[F:23])[OH:5])[CH2:3][CH2:2]1.O([N+]1([O-])CCOCC1)C. Product: [CH:1]1([C:4]([C:6]2[C:7]([F:23])=[CH:8][C:9]([O:13][CH2:14][C:15]3[CH:16]=[CH:17][C:18]([O:21][CH3:22])=[CH:19][CH:20]=3)=[CH:10][C:11]=2[F:12])=[O:5])[CH2:3][CH2:2]1. The catalyst class is: 862.